This data is from Full USPTO retrosynthesis dataset with 1.9M reactions from patents (1976-2016). The task is: Predict the reactants needed to synthesize the given product. (1) Given the product [Br:25][C:23]1[N:24]=[C:20]([N:3]2[C:4]3[CH:18]=[CH:17][CH:16]=[CH:15][C:5]=3[N:6]([CH2:7][C:8]([O:10][C:11]([CH3:14])([CH3:13])[CH3:12])=[O:9])[C:2]2=[O:1])[S:21][CH:22]=1, predict the reactants needed to synthesize it. The reactants are: [O:1]=[C:2]1[N:6]([CH2:7][C:8]([O:10][C:11]([CH3:14])([CH3:13])[CH3:12])=[O:9])[C:5]2[CH:15]=[CH:16][CH:17]=[CH:18][C:4]=2[NH:3]1.Br[C:20]1[S:21][CH:22]=[C:23]([Br:25])[N:24]=1. (2) Given the product [CH3:5][C:6]1[C:7]([N+:16]([O-:18])=[O:17])=[C:8]([S:12]([NH:4][CH:1]([CH3:3])[CH3:2])(=[O:13])=[O:14])[CH:9]=[CH:10][CH:11]=1, predict the reactants needed to synthesize it. The reactants are: [CH:1]([NH2:4])([CH3:3])[CH3:2].[CH3:5][C:6]1[C:7]([N+:16]([O-:18])=[O:17])=[C:8]([S:12](Cl)(=[O:14])=[O:13])[CH:9]=[CH:10][CH:11]=1.O. (3) Given the product [Cl:5][C:6]1[CH:7]=[C:8]([C:13]2([C:27]([F:29])([F:28])[F:30])[O:17][N:16]=[C:15]([C:18]3[CH:19]=[C:20]([CH:21]=[CH:22][CH:23]=3)[NH2:24])[CH2:14]2)[CH:9]=[C:10]([Cl:12])[CH:11]=1, predict the reactants needed to synthesize it. The reactants are: C(O)(=O)C.[Cl:5][C:6]1[CH:7]=[C:8]([C:13]2([C:27]([F:30])([F:29])[F:28])[O:17][N:16]=[C:15]([C:18]3[CH:19]=[C:20]([N+:24]([O-])=O)[CH:21]=[CH:22][CH:23]=3)[CH2:14]2)[CH:9]=[C:10]([Cl:12])[CH:11]=1.